This data is from Full USPTO retrosynthesis dataset with 1.9M reactions from patents (1976-2016). The task is: Predict the reactants needed to synthesize the given product. (1) Given the product [NH:12]1[CH2:13][CH:10]([C:8]2[NH:7][C:6]3[CH:21]=[CH:22][C:3]([Cl:2])=[CH:4][C:5]=3[N:9]=2)[CH2:11]1, predict the reactants needed to synthesize it. The reactants are: Cl.[Cl:2][C:3]1[CH:22]=[CH:21][C:6]2[NH:7][C:8]([CH:10]3[CH2:13][N:12](C(OC(C)(C)C)=O)[CH2:11]3)=[N:9][C:5]=2[CH:4]=1.CO. (2) Given the product [CH3:1][N:2]1[CH2:3][CH2:4][CH:5]([NH:8][C:9]2[CH:14]=[CH:13][CH:12]=[C:11]([NH2:15])[CH:10]=2)[CH2:6][CH2:7]1, predict the reactants needed to synthesize it. The reactants are: [CH3:1][N:2]1[CH2:7][CH2:6][CH:5]([NH:8][C:9]2[CH:14]=[CH:13][CH:12]=[C:11]([N+:15]([O-])=O)[CH:10]=2)[CH2:4][CH2:3]1. (3) Given the product [CH3:1][O:2][C:3]1[CH:8]=[C:7]2[C:6]([CH2:9][CH:10]([CH:11]([CH3:13])[CH3:12])[N:14]=[CH:15]2)=[CH:5][C:4]=1[O:17][CH2:18][CH2:19][CH2:20][O:21][CH3:22], predict the reactants needed to synthesize it. The reactants are: [CH3:1][O:2][C:3]1[CH:8]=[CH:7][C:6]([CH2:9][CH:10]([NH:14][CH:15]=O)[CH:11]([CH3:13])[CH3:12])=[CH:5][C:4]=1[O:17][CH2:18][CH2:19][CH2:20][O:21][CH3:22].O=P(Cl)(Cl)Cl. (4) Given the product [CH3:12][CH:11]([CH3:13])[C@H:2]([NH:1][C:15]1[CH2:19][S:18][C:17](=[O:20])[N:16]=1)[C:3]([N:5]1[CH2:6][CH2:7][O:8][CH2:9][CH2:10]1)=[O:4], predict the reactants needed to synthesize it. The reactants are: [NH2:1][C@@H:2]([CH:11]([CH3:13])[CH3:12])[C:3]([N:5]1[CH2:10][CH2:9][O:8][CH2:7][CH2:6]1)=[O:4].S=[C:15]1[CH2:19][S:18][C:17](=[O:20])[NH:16]1. (5) Given the product [OH:18][C@:2]1([CH3:1])[C@H:6]([OH:7])[C@@H:5]([CH2:8][OH:9])[O:4][C@H:3]1[N:10]1[CH:17]=[CH:16][C:14]([NH:15][C:32]([C:29]2[CH:28]=[CH:27][C:26]([O:25][CH3:24])=[CH:31][CH:30]=2)([C:39]2[CH:44]=[CH:43][CH:42]=[CH:41][CH:40]=2)[C:33]2[CH:34]=[CH:35][CH:36]=[CH:37][CH:38]=2)=[N:13][C:11]1=[O:12], predict the reactants needed to synthesize it. The reactants are: [CH3:1][C@@:2]1([OH:18])[C@H:6]([OH:7])[C@@H:5]([CH2:8][OH:9])[O:4][C@H:3]1[N:10]1[CH:17]=[CH:16][C:14]([NH2:15])=[N:13][C:11]1=[O:12].C[Si](Cl)(C)C.[CH3:24][O:25][C:26]1[CH:31]=[CH:30][C:29]([C:32](Cl)([C:39]2[CH:44]=[CH:43][CH:42]=[CH:41][CH:40]=2)[C:33]2[CH:38]=[CH:37][CH:36]=[CH:35][CH:34]=2)=[CH:28][CH:27]=1.C([O-])(O)=O.[Na+].[NH4+].[F-]. (6) Given the product [CH:17]1([C:11]2([C:6](=[O:10])[CH2:7][CH2:8][CH3:9])[CH2:12][CH2:13][NH:14][CH2:15][CH2:16]2)[CH2:18][CH2:19][CH2:20][CH2:21][CH2:22]1, predict the reactants needed to synthesize it. The reactants are: C(O)(=O)C.Cl.[C:6]([C:11]1([C:17]2[CH:22]=[CH:21][CH:20]=[CH:19][CH:18]=2)[CH2:16][CH2:15][NH:14][CH2:13][CH2:12]1)(=[O:10])[CH2:7][CH2:8][CH3:9]. (7) Given the product [CH2:49]([O:51][C:52](=[O:70])[CH2:53][C@H:54]([NH:69][C:17](=[O:19])[CH:16]([N:15]([C:13]([O:12][C:8]([CH3:9])([CH3:10])[CH3:11])=[O:14])[CH2:21][C:22]([O:24][CH2:25][CH3:26])=[O:23])[CH3:20])[CH2:55][C:56]1[CH:61]=[CH:60][C:59]([C:62]2[CH:67]=[CH:66][CH:65]=[C:64]([Cl:68])[CH:63]=2)=[CH:58][CH:57]=1)[CH3:50], predict the reactants needed to synthesize it. The reactants are: OC(C(F)(F)F)=O.[C:8]([O:12][C:13]([N:15]([CH2:21][C:22]([O:24][CH2:25][CH3:26])=[O:23])[CH:16]([CH3:20])[C:17]([OH:19])=O)=[O:14])([CH3:11])([CH3:10])[CH3:9].CCN=C=NCCCN(C)C.Cl.C1C=CC2N(O)N=NC=2C=1.[CH2:49]([O:51][C:52](=[O:70])[CH2:53][C@H:54]([NH2:69])[CH2:55][C:56]1[CH:61]=[CH:60][C:59]([C:62]2[CH:67]=[CH:66][CH:65]=[C:64]([Cl:68])[CH:63]=2)=[CH:58][CH:57]=1)[CH3:50].